From a dataset of Forward reaction prediction with 1.9M reactions from USPTO patents (1976-2016). Predict the product of the given reaction. Given the reactants C(OC([N:8]([CH2:25][C:26]1([C:30]2[C:35]([F:36])=[CH:34][CH:33]=[CH:32][N:31]=2)[CH2:29][CH2:28][CH2:27]1)[C:9]1[N:14]=[N:13][C:12]([C:15]2[NH:19][N:18]=[C:17]([C:20]([O:22]CC)=O)[CH:16]=2)=[CH:11][CH:10]=1)=O)(C)(C)C.[NH3:37], predict the reaction product. The product is: [F:36][C:35]1[C:30]([C:26]2([CH2:25][NH:8][C:9]3[N:14]=[N:13][C:12]([C:15]4[NH:19][N:18]=[C:17]([C:20]([NH2:37])=[O:22])[CH:16]=4)=[CH:11][CH:10]=3)[CH2:29][CH2:28][CH2:27]2)=[N:31][CH:32]=[CH:33][CH:34]=1.